This data is from Catalyst prediction with 721,799 reactions and 888 catalyst types from USPTO. The task is: Predict which catalyst facilitates the given reaction. Reactant: [Cl:1][C:2]1[C:3]([F:22])=[C:4]([NH:8][C:9]2[C:18]3[C:13](=[CH:14][C:15]([O:20][CH3:21])=[C:16]([OH:19])[CH:17]=3)[N:12]=[CH:11][N:10]=2)[CH:5]=[CH:6][CH:7]=1.N1C=CC=CC=1.[S:29](O[S:29]([C:32]([F:35])([F:34])[F:33])(=[O:31])=[O:30])([C:32]([F:35])([F:34])[F:33])(=[O:31])=[O:30]. Product: [F:33][C:32]([F:35])([F:34])[S:29]([O:19][C:16]1[CH:17]=[C:18]2[C:13](=[CH:14][C:15]=1[O:20][CH3:21])[N:12]=[CH:11][N:10]=[C:9]2[NH:8][C:4]1[CH:5]=[CH:6][CH:7]=[C:2]([Cl:1])[C:3]=1[F:22])(=[O:31])=[O:30]. The catalyst class is: 2.